Predict the product of the given reaction. From a dataset of Forward reaction prediction with 1.9M reactions from USPTO patents (1976-2016). (1) Given the reactants Br[C:2]1[C:11]2[C:6](=[CH:7][CH:8]=[CH:9][CH:10]=2)[C:5]([Br:12])=[CH:4][CH:3]=1.[CH:13]([C:15]1[CH:20]=[CH:19][CH:18]=[CH:17][C:16]=1B(O)O)=[O:14].C(=O)([O-])[O-].[Na+].[Na+], predict the reaction product. The product is: [Br:12][C:5]1[C:6]2[C:11](=[CH:10][CH:9]=[CH:8][CH:7]=2)[C:2]([C:16]2[CH:17]=[CH:18][CH:19]=[CH:20][C:15]=2[CH:13]=[O:14])=[CH:3][CH:4]=1. (2) Given the reactants [CH2:1]([O:3][C:4]([C:6]1[C:7](O)=[N:8][C:9]2[C:14]([C:15]=1[CH3:16])=[CH:13][CH:12]=[C:11]([C:17]([F:20])([F:19])[F:18])[CH:10]=2)=[O:5])[CH3:2].O=P(Cl)(Cl)[Cl:24], predict the reaction product. The product is: [CH2:1]([O:3][C:4]([C:6]1[C:7]([Cl:24])=[N:8][C:9]2[C:14]([C:15]=1[CH3:16])=[CH:13][CH:12]=[C:11]([C:17]([F:20])([F:19])[F:18])[CH:10]=2)=[O:5])[CH3:2]. (3) The product is: [NH3:11].[CH:37]([N:33]([CH:34]([CH3:36])[CH3:35])[CH2:32][CH2:31][C@@H:30]([C:25]1[CH:24]=[C:23]([CH2:22][CH2:21][O:20][C:17]2[CH:16]=[CH:15][C:14]([CH2:13][CH2:12][NH:11][CH2:10][C@@H:9]([C:46]3[CH:47]=[C:48]([OH:53])[CH:49]=[C:50]([OH:52])[CH:51]=3)[OH:8])=[CH:19][CH:18]=2)[CH:28]=[CH:27][C:26]=1[OH:29])[C:40]1[CH:41]=[CH:42][CH:43]=[CH:44][CH:45]=1)([CH3:38])[CH3:39]. Given the reactants [Si]([O:8][C@H:9]([C:46]1[CH:47]=[C:48]([OH:53])[CH:49]=[C:50]([OH:52])[CH:51]=1)[CH2:10][NH:11][CH2:12][CH2:13][C:14]1[CH:19]=[CH:18][C:17]([O:20][CH2:21][CH2:22][C:23]2[CH:28]=[CH:27][C:26]([OH:29])=[C:25]([C@@H:30]([C:40]3[CH:45]=[CH:44][CH:43]=[CH:42][CH:41]=3)[CH2:31][CH2:32][N:33]([CH:37]([CH3:39])[CH3:38])[CH:34]([CH3:36])[CH3:35])[CH:24]=2)=[CH:16][CH:15]=1)(C(C)(C)C)(C)C.CCN(CC)CC.F.F.F, predict the reaction product. (4) Given the reactants [CH2:1]([O:6][C:7]1[CH:15]=[CH:14][C:10]([C:11]([OH:13])=O)=[CH:9][CH:8]=1)[CH2:2][CH2:3][CH2:4][CH3:5].C(Cl)(=O)C(Cl)=O.[CH3:22][NH:23][O:24][CH3:25].Cl.C(OC1C=CC(C(Cl)=O)=CC=1)CCCC, predict the reaction product. The product is: [CH2:1]([O:6][C:7]1[CH:8]=[CH:9][C:10]([C:11]([N:23]([CH3:22])[O:24][CH3:25])=[O:13])=[CH:14][CH:15]=1)[CH2:2][CH2:3][CH2:4][CH3:5]. (5) Given the reactants [CH2:1]([O:3][C:4]([C:6]1[N:7]=[C:8]([N:11]2[CH2:14][CH:13]([OH:15])[CH2:12]2)[S:9][CH:10]=1)=[O:5])[CH3:2].[Si:16](Cl)([C:29]([CH3:32])([CH3:31])[CH3:30])([C:23]1[CH:28]=[CH:27][CH:26]=[CH:25][CH:24]=1)[C:17]1[CH:22]=[CH:21][CH:20]=[CH:19][CH:18]=1.N1C=CN=C1.C(O)C, predict the reaction product. The product is: [Si:16]([O:15][CH:13]1[CH2:12][N:11]([C:8]2[S:9][CH:10]=[C:6]([C:4]([O:3][CH2:1][CH3:2])=[O:5])[N:7]=2)[CH2:14]1)([C:29]([CH3:32])([CH3:31])[CH3:30])([C:23]1[CH:24]=[CH:25][CH:26]=[CH:27][CH:28]=1)[C:17]1[CH:22]=[CH:21][CH:20]=[CH:19][CH:18]=1. (6) Given the reactants COCOCC[C:7]1[CH:12]=[CH:11][C:10]([O:13][C:14]2[CH:19]=[CH:18][CH:17]=[CH:16][CH:15]=2)=[CH:9][C:8]=1[B:20]1[O:24][C:23]([CH3:26])(C)C(C)(C)[O:21]1.Cl, predict the reaction product. The product is: [O:13]([C:10]1[CH:11]=[CH:12][C:7]2[CH2:26][CH2:23][O:24][B:20]([OH:21])[C:8]=2[CH:9]=1)[C:14]1[CH:15]=[CH:16][CH:17]=[CH:18][CH:19]=1.